From a dataset of Forward reaction prediction with 1.9M reactions from USPTO patents (1976-2016). Predict the product of the given reaction. (1) Given the reactants C(O[CH:5]([C:15]1[CH:20]=[CH:19][NH:18][C:17](=[O:21])[CH:16]=1)[C:6]1([C:11]([O:13][CH3:14])=[O:12])[CH2:10][CH2:9][CH2:8][O:7]1)(=O)C, predict the reaction product. The product is: [O:21]=[C:17]1[CH:16]=[C:15]([CH2:5][C:6]2([C:11]([O:13][CH3:14])=[O:12])[CH2:10][CH2:9][CH2:8][O:7]2)[CH:20]=[CH:19][NH:18]1. (2) Given the reactants [Cl:1][C:2]1[CH:3]=[C:4]([CH2:9][C:10]([O:12][CH3:13])=[O:11])[CH:5]=[CH:6][C:7]=1[Cl:8].[H-].[Na+].[CH2:16]([O:18][C:19]([N:21]1[C:30]2[C:25](=[CH:26][C:27]([C:31]([F:34])([F:33])[F:32])=[CH:28][CH:29]=2)[CH:24](Br)[CH2:23][C@H:22]1[CH2:36][CH3:37])=[O:20])[CH3:17].Cl.[OH-].[Na+], predict the reaction product. The product is: [CH2:16]([O:18][C:19]([N:21]1[C:30]2[C:25](=[CH:26][C:27]([C:31]([F:34])([F:32])[F:33])=[CH:28][CH:29]=2)[C@@H:24]([C@@H:9]([C:4]2[CH:5]=[CH:6][C:7]([Cl:8])=[C:2]([Cl:1])[CH:3]=2)[C:10]([O:12][CH3:13])=[O:11])[CH2:23][C@H:22]1[CH2:36][CH3:37])=[O:20])[CH3:17]. (3) Given the reactants [CH3:1][O:2][C:3]1[C:8]2[N:9]=[C:10]([NH2:12])[S:11][C:7]=2[C:6]([O:13][C:14]2[CH:19]=[CH:18][CH:17]=[CH:16][CH:15]=2)=[CH:5][CH:4]=1.[F:20][C:21]1[CH:29]=[CH:28][C:24]([C:25](Cl)=[O:26])=[CH:23][CH:22]=1, predict the reaction product. The product is: [F:20][C:21]1[CH:29]=[CH:28][C:24]([C:25]([NH:12][C:10]2[S:11][C:7]3[C:6]([O:13][C:14]4[CH:15]=[CH:16][CH:17]=[CH:18][CH:19]=4)=[CH:5][CH:4]=[C:3]([O:2][CH3:1])[C:8]=3[N:9]=2)=[O:26])=[CH:23][CH:22]=1. (4) Given the reactants [F:1][C:2]1[C:9](O)=[C:8]([O:11][CH3:12])[CH:7]=[CH:6][C:3]=1[CH:4]=[O:5].N1C=CC=CC=1.[S:19](O[S:19]([C:22]([F:25])([F:24])[F:23])(=[O:21])=[O:20])([C:22]([F:25])([F:24])[F:23])(=[O:21])=[O:20], predict the reaction product. The product is: [F:1][C:2]1[C:9]([S:19]([C:22]([F:25])([F:24])[F:23])(=[O:21])=[O:20])=[C:8]([O:11][CH3:12])[CH:7]=[CH:6][C:3]=1[CH:4]=[O:5]. (5) Given the reactants [H-].[Na+].[C:3]1([CH3:50])[CH:8]=[C:7]([CH3:9])[CH:6]=[C:5]([CH3:10])[C:4]=1[S:11]([NH:14][CH2:15][CH2:16][CH2:17][CH2:18][N:19]([S:38]([C:41]1[C:46]([CH3:47])=[CH:45][C:44]([CH3:48])=[CH:43][C:42]=1[CH3:49])(=[O:40])=[O:39])[CH2:20][CH2:21][CH2:22][CH2:23][CH2:24][NH:25][S:26]([C:29]1[C:34]([CH3:35])=[CH:33][C:32]([CH3:36])=[CH:31][C:30]=1[CH3:37])(=[O:28])=[O:27])(=[O:13])=[O:12].I[CH2:52][CH2:53][CH3:54].[CH3:55][CH2:56]CCCC.CCOC(C)=O, predict the reaction product. The product is: [C:5]1([CH3:10])[CH:6]=[C:7]([CH3:9])[CH:8]=[C:3]([CH3:50])[C:4]=1[S:11]([N:14]([CH2:15][CH2:16][CH2:17][CH2:18][N:19]([S:38]([C:41]1[C:42]([CH3:49])=[CH:43][C:44]([CH3:48])=[CH:45][C:46]=1[CH3:47])(=[O:39])=[O:40])[CH2:20][CH2:21][CH2:22][CH2:23][CH2:24][N:25]([S:26]([C:29]1[C:34]([CH3:35])=[CH:33][C:32]([CH3:36])=[CH:31][C:30]=1[CH3:37])(=[O:27])=[O:28])[CH2:55][CH3:56])[CH2:52][CH2:53][CH3:54])(=[O:13])=[O:12]. (6) Given the reactants Cl.CO[CH:4](OC)[CH2:5][N:6]([CH3:18])[C:7](=[O:17])[CH2:8][C:9]1[CH:14]=[CH:13][CH:12]=[C:11]([O:15][CH3:16])[CH:10]=1, predict the reaction product. The product is: [CH3:16][O:15][C:11]1[CH:12]=[CH:13][C:14]2[CH:4]=[CH:5][N:6]([CH3:18])[C:7](=[O:17])[CH2:8][C:9]=2[CH:10]=1. (7) Given the reactants [C:1]([Si:5]([C:30]1[CH:35]=[CH:34][CH:33]=[CH:32][CH:31]=1)([C:24]1[CH:29]=[CH:28][CH:27]=[CH:26][CH:25]=1)[O:6][CH2:7][CH2:8][CH:9]1[NH:13][C:12](=[O:14])[N:11]([CH2:15][C:16]2[CH:21]=[CH:20][C:19]([CH3:22])=[CH:18][CH:17]=2)[C:10]1=[O:23])([CH3:4])([CH3:3])[CH3:2].[H-].[Na+].[CH2:38](I)[CH2:39][CH3:40], predict the reaction product. The product is: [C:1]([Si:5]([C:30]1[CH:35]=[CH:34][CH:33]=[CH:32][CH:31]=1)([C:24]1[CH:29]=[CH:28][CH:27]=[CH:26][CH:25]=1)[O:6][CH2:7][CH2:8][CH:9]1[N:13]([CH2:38][CH2:39][CH3:40])[C:12](=[O:14])[N:11]([CH2:15][C:16]2[CH:21]=[CH:20][C:19]([CH3:22])=[CH:18][CH:17]=2)[C:10]1=[O:23])([CH3:4])([CH3:2])[CH3:3]. (8) Given the reactants [N+:1]([C:4]1[CH:5]=[C:6]2[C:11](=[CH:12][CH:13]=1)[N:10]([CH2:14][CH2:15][CH2:16][N:17]1[CH2:21][CH2:20][CH2:19][CH2:18]1)[CH2:9][CH2:8][CH2:7]2)([O-])=O, predict the reaction product. The product is: [N:17]1([CH2:16][CH2:15][CH2:14][N:10]2[C:11]3[C:6](=[CH:5][C:4]([NH2:1])=[CH:13][CH:12]=3)[CH2:7][CH2:8][CH2:9]2)[CH2:21][CH2:20][CH2:19][CH2:18]1. (9) The product is: [C:1]1([S:7]([N:10]2[C:14]3=[N:15][CH:16]=[CH:17][CH:18]=[C:13]3[CH:12]=[C:11]2[C:19]([C:40]2[CH:45]=[CH:44][C:43]([S:7]([CH3:1])(=[O:9])=[O:8])=[CH:42][CH:41]=2)=[CH:20][CH:21]2[CH2:22][CH2:23][O:24][CH2:25][CH2:26]2)(=[O:9])=[O:8])[CH:2]=[CH:3][CH:4]=[CH:5][CH:6]=1. Given the reactants [C:1]1([S:7]([N:10]2[C:14]3=[N:15][CH:16]=[CH:17][CH:18]=[C:13]3[CH:12]=[C:11]2[C:19](OS(C2C=CC(C)=CC=2)(=O)=O)=[CH:20][CH:21]2[CH2:26][CH2:25][O:24][CH2:23][CH2:22]2)(=[O:9])=[O:8])[CH:6]=[CH:5][CH:4]=[CH:3][CH:2]=1.FC(F)(F)[C:40]1[CH:45]=[CH:44][C:43](B(O)O)=[CH:42][CH:41]=1.C(=O)([O-])[O-].[Na+].[Na+], predict the reaction product. (10) Given the reactants [C:1]([N:4]1[C:12]2[C:7](=[CH:8][CH:9]=[C:10]([F:13])[CH:11]=2)[CH2:6][C:5]1=[O:14])(=[O:3])[CH3:2].[CH2:15]([O:17][C:18]([CH2:20][CH2:21][C:22]1[CH:23]=[C:24]([CH:28]=[CH:29][CH:30]=1)[C:25](O)=[O:26])=[O:19])[CH3:16], predict the reaction product. The product is: [C:1]([N:4]1[C:12]2[C:7](=[CH:8][CH:9]=[C:10]([F:13])[CH:11]=2)[C:6](=[C:25]([OH:26])[C:24]2[CH:28]=[CH:29][CH:30]=[C:22]([CH2:21][CH2:20][C:18]([O:17][CH2:15][CH3:16])=[O:19])[CH:23]=2)[C:5]1=[O:14])(=[O:3])[CH3:2].